This data is from Reaction yield outcomes from USPTO patents with 853,638 reactions. The task is: Predict the reaction yield, written as a fraction of the theoretical maximum amount of product (1.0 means a 100% yield; for example, 0.34 means a 34% yield). The reactants are [CH2:1]([O:3][C:4]([C:6]1[CH2:10][C:9]([O-:11])=[C:8](C(OC)=O)[C:7]=1[CH2:16][CH3:17])=[O:5])[CH3:2].[Na+].[Cl-].[K+].CC(O)=O.C([O-])(O)=O.[Na+]. The catalyst is C1(C)C=CC=CC=1.O. The product is [CH2:16]([C:7]1[CH:6]([C:4]([O:3][CH2:1][CH3:2])=[O:5])[CH2:10][C:9](=[O:11])[CH:8]=1)[CH3:17]. The yield is 0.690.